From a dataset of CYP1A2 inhibition data for predicting drug metabolism from PubChem BioAssay. Regression/Classification. Given a drug SMILES string, predict its absorption, distribution, metabolism, or excretion properties. Task type varies by dataset: regression for continuous measurements (e.g., permeability, clearance, half-life) or binary classification for categorical outcomes (e.g., BBB penetration, CYP inhibition). Dataset: cyp1a2_veith. (1) The drug is O=S(=O)(NC1CCN(Cc2ccccc2)CC1)c1cccc2cccnc12. The result is 0 (non-inhibitor). (2) The drug is Cc1cc(=O)oc(C)c1C(=O)NCc1ccccc1. The result is 0 (non-inhibitor). (3) The drug is CN(C)c1ccc(NC(=O)c2cccc(N3C(=O)C4C5C=CC(C5)C4C3=O)c2)cc1. The result is 1 (inhibitor). (4) The result is 1 (inhibitor). The drug is COC(=O)/C=C/CSC1=N/C(=C/c2ccc(-n3cncn3)cc2)C(=O)N1. (5) The compound is CC(=O)N[C@@H](c1ccccc1)[C@]1(C)C[C@H]1[C@@H](C)C(=O)Nc1ccc2ccccc2c1. The result is 1 (inhibitor).